This data is from Retrosynthesis with 50K atom-mapped reactions and 10 reaction types from USPTO. The task is: Predict the reactants needed to synthesize the given product. (1) The reactants are: O=[N+]([O-])c1cnc(Cl)c(C(F)(F)F)c1. Given the product Nc1cnc(Cl)c(C(F)(F)F)c1, predict the reactants needed to synthesize it. (2) Given the product C=CCOC1(C)CCN(c2c([C@H](OC(C)(C)C)C(=O)OCC)c(C)nc3cc(COCc4ccc(F)cc4CC=C)nn23)CC1, predict the reactants needed to synthesize it. The reactants are: C=CCOC1(C)CCN(c2c([C@H](OC(C)(C)C)C(=O)OCC)c(C)nc3cc(CI)nn23)CC1.C=CCc1cc(F)ccc1CO. (3) Given the product CNC(=O)c1c[nH]c(C)n1, predict the reactants needed to synthesize it. The reactants are: CN.Cc1nc(C(=O)O)c[nH]1. (4) Given the product NC1CCc2cc(-c3cccs3)ccc21, predict the reactants needed to synthesize it. The reactants are: [N-]=[N+]=NC1CCc2cc(-c3cccs3)ccc21. (5) Given the product O=C(O)[C@H]1CC(=O)N(c2ccc(OCc3cccc(F)c3)cc2)C1, predict the reactants needed to synthesize it. The reactants are: COC(=O)[C@H]1CC(=O)N(c2ccc(OCc3cccc(F)c3)cc2)C1. (6) Given the product CC(C)NC(=O)/C=C/c1ccc(N2CC(=O)N(CC[Si](C)(C)C)S2(=O)=O)c(OCc2ccccc2)c1, predict the reactants needed to synthesize it. The reactants are: C=CC(=O)NC(C)C.C[Si](C)(C)CCN1C(=O)CN(c2ccc(I)cc2OCc2ccccc2)S1(=O)=O. (7) Given the product CCCc1c(OCCc2cc3cc(CC(=O)O)ccc3[nH]2)ccc2c(-c3ccccc3)coc12, predict the reactants needed to synthesize it. The reactants are: CCCc1c(OCCc2cc3cc(CC(=O)OC)ccc3[nH]2)ccc2c(-c3ccccc3)coc12. (8) Given the product Cc1cc(C(=O)NCc2ccccc2)cc2cc(NC3CCC4(CC3)OCCO4)ncc12, predict the reactants needed to synthesize it. The reactants are: Cc1cc(C(=O)O)cc2cc(NC3CCC4(CC3)OCCO4)ncc12.NCc1ccccc1. (9) Given the product NC[C@@H]1CN(C(=O)OCc2ccccc2)C[C@H]1C(F)(F)F, predict the reactants needed to synthesize it. The reactants are: O=C(OCc1ccccc1)N1C[C@@H](C(F)(F)F)[C@H](CN2C(=O)c3ccccc3C2=O)C1. (10) Given the product COc1cc2c(Nc3ccc4[nH]ccc4c3)ncnc2cc1OCCN1CCCCC1, predict the reactants needed to synthesize it. The reactants are: COc1cc2c(Nc3ccc4[nH]ccc4c3)ncnc2cc1O.OCCN1CCCCC1.